Regression. Given two drug SMILES strings and cell line genomic features, predict the synergy score measuring deviation from expected non-interaction effect. From a dataset of NCI-60 drug combinations with 297,098 pairs across 59 cell lines. (1) Drug 1: CCCS(=O)(=O)NC1=C(C(=C(C=C1)F)C(=O)C2=CNC3=C2C=C(C=N3)C4=CC=C(C=C4)Cl)F. Drug 2: CN1C2=C(C=C(C=C2)N(CCCl)CCCl)N=C1CCCC(=O)O.Cl. Cell line: NCIH23. Synergy scores: CSS=15.4, Synergy_ZIP=3.64, Synergy_Bliss=5.41, Synergy_Loewe=1.44, Synergy_HSA=1.64. (2) Synergy scores: CSS=28.2, Synergy_ZIP=-1.32, Synergy_Bliss=-1.47, Synergy_Loewe=-8.83, Synergy_HSA=-0.381. Drug 2: CC1CCCC2(C(O2)CC(NC(=O)CC(C(C(=O)C(C1O)C)(C)C)O)C(=CC3=CSC(=N3)C)C)C. Drug 1: C1CC(C1)(C(=O)O)C(=O)O.[NH2-].[NH2-].[Pt+2]. Cell line: MCF7. (3) Drug 1: CC1=C(C=C(C=C1)NC2=NC=CC(=N2)N(C)C3=CC4=NN(C(=C4C=C3)C)C)S(=O)(=O)N.Cl. Drug 2: C1CN(P(=O)(OC1)NCCCl)CCCl. Cell line: OVCAR-5. Synergy scores: CSS=-3.52, Synergy_ZIP=0.825, Synergy_Bliss=-1.14, Synergy_Loewe=-2.56, Synergy_HSA=-3.13. (4) Drug 1: CCN(CC)CCNC(=O)C1=C(NC(=C1C)C=C2C3=C(C=CC(=C3)F)NC2=O)C. Drug 2: CC(C)NC(=O)C1=CC=C(C=C1)CNNC.Cl. Cell line: MCF7. Synergy scores: CSS=0.279, Synergy_ZIP=4.18, Synergy_Bliss=-2.40, Synergy_Loewe=-1.98, Synergy_HSA=-3.58.